Dataset: Drug-target binding data from BindingDB using Ki measurements. Task: Regression. Given a target protein amino acid sequence and a drug SMILES string, predict the binding affinity score between them. We predict pKi (pKi = -log10(Ki in M); higher means stronger inhibition). Dataset: bindingdb_ki. (1) The drug is O[C@@H]1[C@@H](CSc2cccc(F)c2)OC(n2cnc3c(NC4CCOC4)ncnc32)[C@@H]1O. The target protein (P47745) has sequence MPHSVSAFQAAYIGIEVLIALVSVPGNVLVIWAVKVNQALRDATFCFIASLAVADVAVGALVIPLAILINIGPQTYFHTCLMVACPVLILTQSSILALLAIAVDRYLRVKIPLRYKTVVTPRRAAVAIAGCWILSLVVGLTPMFGWNNLSKIEMAWAANGSVGEPVIKCEFEKVISMEYMVYFNFFVWVLPPLLLMVLIYLEVFYLIRKQLSKKVSASSGDPQKYYGKELKIAKSLALILFLFALSWLPLHILNCITLFCPTCHKPTILTYIAIFLTHGNSAMNPIVYAFRIQKFRVTFLKIWNDHFRCQPEPPIDEDLPEEKVDD. The pKi is 5.8. (2) The drug is CO[C@@H]1OC(COCc2ccccc2)[C@@H](O)C(O)[C@@H]1NP(C)(=O)[O-]. The target protein (Q8DP63) has sequence MNKSRLGRGRHGKTRHVLLALIGILAISICLLGGFIAFKIYQQKSFEQKIESLKKEKDDQLSEGNQKEHFRQGQAEVIAYYPLQGEKVISSVRELINQDVKDKLESKDNLVFYYTEQEESGLKGVVNRNVTKQIYDLVAFKIEETEKTSLGKVHLTEDGQPFTLDQLFSDASKAKEQLIKELTSFIEDKKIEQDQSEQIVKNFSDQDLSAWNFDYKDSQIILYPSPVVENLEEIALPVSAFFDVIQSSYLLEKDAALYQSYFDKKHQKVVALTFDDGPNPATTPQVLETLAKYDIKATFFVLGKNVSGNEDLVKRIKSEGHVVGNHSWSHPILSQLSLDEAKKQITDTEDVLTKVLGSSSKLMRPPYGAITDDIRNSLDLSFIMWDVDSLDWKSKNEASILTEIQHQVANGSIVLMHDIHSPTVNALPRVIEYLKNQGYTFVTIPEMLNTRLKAHELYYSRDE. The pKi is 3.2. (3) The drug is COc1ccc2c(c1)c(CC(=O)O)c(C)n2C(=O)c1ccc(Cl)cc1. The target protein (Q9XT82) has sequence MGSISNNSGSEDCESREWLPSGESPAISSAMFSAGVLGNLIALALLARRWRGDAGRRAGRGNSISLFHVLVTELVFTDLLGTCLISPVVLASYARNQTLMALEPERRACTYFAFAMTFFSLATMLMLFAMALERYLSIGRPYFYQRHVTRRGGLAVLPTIYTVSLLFCSLPLLGYGQYVQYCPGTWCFIRHGRTAYLQLYATLLLLLIVAVLACNFSVILNLIRMHRRSGRSRCGPSLGSCRDGSGTRRRGERVSVAEETDHLILLAIMTITFAICSLPFTIFAYMNETSSRREKWDLQALRFLSINSIIDPWVFAIFRPPVLRLMRSVLCCRVSLRAQDATQTSCSIQSNASRLTFVDTS. The pKi is 6.5.